Dataset: NCI-60 drug combinations with 297,098 pairs across 59 cell lines. Task: Regression. Given two drug SMILES strings and cell line genomic features, predict the synergy score measuring deviation from expected non-interaction effect. (1) Drug 1: C1=CC(=C2C(=C1NCCNCCO)C(=O)C3=C(C=CC(=C3C2=O)O)O)NCCNCCO. Drug 2: C1C(C(OC1N2C=NC3=C(N=C(N=C32)Cl)N)CO)O. Cell line: MDA-MB-435. Synergy scores: CSS=7.17, Synergy_ZIP=-5.19, Synergy_Bliss=5.53, Synergy_Loewe=-4.28, Synergy_HSA=3.07. (2) Drug 1: C1=CC(=CC=C1CCC2=CNC3=C2C(=O)NC(=N3)N)C(=O)NC(CCC(=O)O)C(=O)O. Drug 2: COC1=C2C(=CC3=C1OC=C3)C=CC(=O)O2. Cell line: HOP-62. Synergy scores: CSS=28.4, Synergy_ZIP=-5.72, Synergy_Bliss=-3.07, Synergy_Loewe=-36.4, Synergy_HSA=-1.70. (3) Drug 1: C1=NC2=C(N1)C(=S)N=C(N2)N. Drug 2: B(C(CC(C)C)NC(=O)C(CC1=CC=CC=C1)NC(=O)C2=NC=CN=C2)(O)O. Cell line: SK-MEL-2. Synergy scores: CSS=21.0, Synergy_ZIP=-7.03, Synergy_Bliss=-4.50, Synergy_Loewe=-5.22, Synergy_HSA=-5.22. (4) Drug 1: CC1=C(N=C(N=C1N)C(CC(=O)N)NCC(C(=O)N)N)C(=O)NC(C(C2=CN=CN2)OC3C(C(C(C(O3)CO)O)O)OC4C(C(C(C(O4)CO)O)OC(=O)N)O)C(=O)NC(C)C(C(C)C(=O)NC(C(C)O)C(=O)NCCC5=NC(=CS5)C6=NC(=CS6)C(=O)NCCC[S+](C)C)O. Drug 2: COCCOC1=C(C=C2C(=C1)C(=NC=N2)NC3=CC=CC(=C3)C#C)OCCOC.Cl. Cell line: SNB-75. Synergy scores: CSS=11.0, Synergy_ZIP=-2.79, Synergy_Bliss=-0.281, Synergy_Loewe=-1.70, Synergy_HSA=0.961. (5) Drug 1: CS(=O)(=O)C1=CC(=C(C=C1)C(=O)NC2=CC(=C(C=C2)Cl)C3=CC=CC=N3)Cl. Drug 2: CCN(CC)CCCC(C)NC1=C2C=C(C=CC2=NC3=C1C=CC(=C3)Cl)OC. Cell line: NCIH23. Synergy scores: CSS=22.4, Synergy_ZIP=-8.76, Synergy_Bliss=-8.99, Synergy_Loewe=-28.4, Synergy_HSA=-8.70. (6) Drug 1: CC12CCC(CC1=CCC3C2CCC4(C3CC=C4C5=CN=CC=C5)C)O. Drug 2: C1C(C(OC1N2C=NC(=NC2=O)N)CO)O. Cell line: HT29. Synergy scores: CSS=28.8, Synergy_ZIP=2.93, Synergy_Bliss=9.03, Synergy_Loewe=9.40, Synergy_HSA=11.0. (7) Drug 1: C(=O)(N)NO. Drug 2: C(CC(=O)O)C(=O)CN.Cl. Cell line: SF-268. Synergy scores: CSS=7.28, Synergy_ZIP=-5.24, Synergy_Bliss=-2.12, Synergy_Loewe=-0.198, Synergy_HSA=-0.141.